Dataset: Forward reaction prediction with 1.9M reactions from USPTO patents (1976-2016). Task: Predict the product of the given reaction. Given the reactants Cl[CH2:2][CH2:3][CH2:4][S:5]([N:8]([CH2:18][C:19]1[CH:24]=[CH:23][C:22]([O:25][CH3:26])=[CH:21][CH:20]=1)[CH2:9][C:10]1[CH:15]=[CH:14][C:13]([O:16][CH3:17])=[CH:12][CH:11]=1)(=[O:7])=[O:6].[Cl:27][C:28]1[CH:56]=[CH:55][C:31]([O:32][C:33]2[CH:38]=[CH:37][C:36]([N:39]3[C@@H:43]([C:44]4[CH:49]=[CH:48][CH:47]=[C:46]([C:50]([F:53])([F:52])[F:51])[CH:45]=4)[CH2:42][NH:41][C:40]3=[O:54])=[CH:35][CH:34]=2)=[CH:30][CH:29]=1.C([O-])([O-])=O.[Cs+].[Cs+].O, predict the reaction product. The product is: [Cl:27][C:28]1[CH:29]=[CH:30][C:31]([O:32][C:33]2[CH:34]=[CH:35][C:36]([N:39]3[C@@H:43]([C:44]4[CH:49]=[CH:48][CH:47]=[C:46]([C:50]([F:52])([F:51])[F:53])[CH:45]=4)[CH2:42][N:41]([CH2:2][CH2:3][CH2:4][S:5]([N:8]([CH2:9][C:10]4[CH:15]=[CH:14][C:13]([O:16][CH3:17])=[CH:12][CH:11]=4)[CH2:18][C:19]4[CH:24]=[CH:23][C:22]([O:25][CH3:26])=[CH:21][CH:20]=4)(=[O:7])=[O:6])[C:40]3=[O:54])=[CH:37][CH:38]=2)=[CH:55][CH:56]=1.